From a dataset of NCI-60 drug combinations with 297,098 pairs across 59 cell lines. Regression. Given two drug SMILES strings and cell line genomic features, predict the synergy score measuring deviation from expected non-interaction effect. (1) Drug 1: COC1=C(C=C2C(=C1)N=CN=C2NC3=CC(=C(C=C3)F)Cl)OCCCN4CCOCC4. Drug 2: CC1=CC2C(CCC3(C2CCC3(C(=O)C)OC(=O)C)C)C4(C1=CC(=O)CC4)C. Cell line: SK-OV-3. Synergy scores: CSS=45.6, Synergy_ZIP=2.31, Synergy_Bliss=3.21, Synergy_Loewe=-0.174, Synergy_HSA=3.87. (2) Drug 2: CCCCC(=O)OCC(=O)C1(CC(C2=C(C1)C(=C3C(=C2O)C(=O)C4=C(C3=O)C=CC=C4OC)O)OC5CC(C(C(O5)C)O)NC(=O)C(F)(F)F)O. Synergy scores: CSS=60.0, Synergy_ZIP=-1.76, Synergy_Bliss=-6.64, Synergy_Loewe=-6.69, Synergy_HSA=-6.64. Drug 1: C1=C(C(=O)NC(=O)N1)F. Cell line: COLO 205. (3) Drug 1: COC1=CC(=CC(=C1O)OC)C2C3C(COC3=O)C(C4=CC5=C(C=C24)OCO5)OC6C(C(C7C(O6)COC(O7)C8=CC=CS8)O)O. Drug 2: CN(C(=O)NC(C=O)C(C(C(CO)O)O)O)N=O. Cell line: MDA-MB-231. Synergy scores: CSS=38.0, Synergy_ZIP=-0.0384, Synergy_Bliss=0.905, Synergy_Loewe=3.51, Synergy_HSA=4.35. (4) Drug 1: CC1=C(N=C(N=C1N)C(CC(=O)N)NCC(C(=O)N)N)C(=O)NC(C(C2=CN=CN2)OC3C(C(C(C(O3)CO)O)O)OC4C(C(C(C(O4)CO)O)OC(=O)N)O)C(=O)NC(C)C(C(C)C(=O)NC(C(C)O)C(=O)NCCC5=NC(=CS5)C6=NC(=CS6)C(=O)NCCC[S+](C)C)O. Drug 2: CN(C(=O)NC(C=O)C(C(C(CO)O)O)O)N=O. Cell line: MCF7. Synergy scores: CSS=15.8, Synergy_ZIP=-4.22, Synergy_Bliss=-1.22, Synergy_Loewe=-61.0, Synergy_HSA=-0.828. (5) Drug 1: C1=CC(=C2C(=C1NCCNCCO)C(=O)C3=C(C=CC(=C3C2=O)O)O)NCCNCCO. Drug 2: CC1C(C(CC(O1)OC2CC(CC3=C2C(=C4C(=C3O)C(=O)C5=C(C4=O)C(=CC=C5)OC)O)(C(=O)CO)O)N)O.Cl. Cell line: NCI-H460. Synergy scores: CSS=64.4, Synergy_ZIP=-1.17, Synergy_Bliss=-4.22, Synergy_Loewe=-0.0607, Synergy_HSA=1.29. (6) Drug 2: CC1=C(C(=O)C2=C(C1=O)N3CC4C(C3(C2COC(=O)N)OC)N4)N. Cell line: HCT116. Synergy scores: CSS=27.4, Synergy_ZIP=3.10, Synergy_Bliss=4.60, Synergy_Loewe=-15.6, Synergy_HSA=-1.78. Drug 1: CC(C)(C#N)C1=CC(=CC(=C1)CN2C=NC=N2)C(C)(C)C#N.